This data is from Full USPTO retrosynthesis dataset with 1.9M reactions from patents (1976-2016). The task is: Predict the reactants needed to synthesize the given product. (1) Given the product [Br-:10].[C:16]([CH2:15][CH2:14][CH2:13][CH2:12][CH2:11][N:3]1[C:2]([Cl:1])=[C:6]([Cl:7])[N+:5]([CH2:20][CH2:21][C:22]2[C:31]3[C:26](=[CH:27][CH:28]=[CH:29][CH:30]=3)[CH:25]=[CH:24][CH:23]=2)=[CH:4]1)([OH:18])=[O:17], predict the reactants needed to synthesize it. The reactants are: [Cl:1][C:2]1[N:3]=[CH:4][NH:5][C:6]=1[Cl:7].[OH-].[K+].[Br:10][CH2:11][CH2:12][CH2:13][CH2:14][CH2:15][C:16]([OH:18])=[O:17].Br[CH2:20][CH2:21][C:22]1[C:31]2[C:26](=[CH:27][CH:28]=[CH:29][CH:30]=2)[CH:25]=[CH:24][CH:23]=1.Br. (2) Given the product [O:14]=[C:13]([NH:35][C@@H:32]1[C@@H:30]2[C@@H:29]([CH2:28][N:27]([S:24]([C:21]3[CH:20]=[CH:19][C:18]([C:17]([F:16])([F:36])[F:37])=[CH:23][CH:22]=3)(=[O:25])=[O:26])[CH2:31]2)[CH2:34][CH2:33]1)[C@@H:9]([NH:8][C:6](=[O:7])[O:5][CH:1]([CH3:3])[CH3:2])[CH2:10][CH2:11][CH3:12], predict the reactants needed to synthesize it. The reactants are: [C:1]([O:5][C:6]([N:8]1[CH2:12][CH2:11][CH2:10][C@H:9]1[C:13](O)=[O:14])=[O:7])(C)([CH3:3])[CH3:2].[F:16][C:17]([F:37])([F:36])[C:18]1[CH:23]=[CH:22][C:21]([S:24]([N:27]2[CH2:31][C@@H:30]3[C@@H:32]([NH2:35])[CH2:33][CH2:34][C@@H:29]3[CH2:28]2)(=[O:26])=[O:25])=[CH:20][CH:19]=1.FC(F)(F)C1C=C(S(N2C[C@H]3[C@H](N)CC[C@H]3C2)(=O)=O)C=CC=1. (3) Given the product [ClH:1].[Cl:1][C:2]1[CH:7]=[CH:6][C:5]([N:8]2[CH:12]=[C:11]([CH2:13][N:22]3[C:26]4[CH2:27][CH2:28][CH2:29][CH2:30][C:25]=4[N:24]=[CH:23]3)[N:10]=[CH:9]2)=[CH:4][C:3]=1[CH3:15], predict the reactants needed to synthesize it. The reactants are: [Cl:1][C:2]1[CH:7]=[CH:6][C:5]([N:8]2[CH:12]=[C:11]([CH2:13]O)[N:10]=[CH:9]2)=[CH:4][C:3]=1[CH3:15].S(Cl)(Cl)=O.[H-].[Na+].[N:22]1[C:26]2[CH2:27][CH2:28][CH2:29][CH2:30][C:25]=2[NH:24][CH:23]=1. (4) Given the product [O:11]1[C:7]2[CH:6]=[CH:5][C:4]([NH2:1])=[CH:12][C:8]=2[CH2:9][CH2:10]1, predict the reactants needed to synthesize it. The reactants are: [N+:1]([C:4]1[CH:5]=[CH:6][C:7]2[O:11][CH2:10][CH2:9][C:8]=2[CH:12]=1)([O-])=O.[H][H]. (5) Given the product [CH2:27]([O:26][C:24](=[O:25])[CH:18]([NH:17][C:11]([C:10]1[CH:14]=[CH:15][C:7]([C:1]2[CH:6]=[CH:5][CH:4]=[CH:3][CH:2]=2)=[CH:8][CH:9]=1)=[O:12])[C:19]([O:21][CH2:22][CH3:23])=[O:20])[CH3:28], predict the reactants needed to synthesize it. The reactants are: [C:1]1([C:7]2[CH:15]=[CH:14][C:10]([C:11](Cl)=[O:12])=[CH:9][CH:8]=2)[CH:6]=[CH:5][CH:4]=[CH:3][CH:2]=1.Cl.[NH2:17][CH:18]([C:24]([O:26][CH2:27][CH3:28])=[O:25])[C:19]([O:21][CH2:22][CH3:23])=[O:20].C(=O)([O-])O.[Na+]. (6) Given the product [CH3:1][O:2][C:3]1[CH:4]=[CH:5][C:6]([CH2:7][O:8][C:9]2[C:18]3[C:13](=[CH:14][CH:15]=[C:16]([C:19]([F:22])([F:21])[F:20])[CH:17]=3)[N:12]=[C:11]([C:23]([NH2:30])=[O:24])[CH:10]=2)=[CH:28][CH:29]=1, predict the reactants needed to synthesize it. The reactants are: [CH3:1][O:2][C:3]1[CH:29]=[CH:28][C:6]([CH2:7][O:8][C:9]2[C:18]3[C:13](=[CH:14][CH:15]=[C:16]([C:19]([F:22])([F:21])[F:20])[CH:17]=3)[N:12]=[C:11]([C:23](OCC)=[O:24])[CH:10]=2)=[CH:5][CH:4]=1.[NH3:30].